This data is from Reaction yield outcomes from USPTO patents with 853,638 reactions. The task is: Predict the reaction yield, written as a fraction of the theoretical maximum amount of product (1.0 means a 100% yield; for example, 0.34 means a 34% yield). The reactants are Cl.Cl.[CH2:3]([N:10]1[CH2:15][CH2:14][CH2:13][CH:12]([CH2:16][N:17]2[CH2:22][CH2:21][NH:20][CH2:19][C:18]2=[O:23])[CH2:11]1)[C:4]1[CH:9]=[CH:8][CH:7]=[CH:6][CH:5]=1.C(N(CC)C(C)C)(C)C.CN(C)C=O.[Cl:38][C:39]1[CH:40]=[C:41]([N:46]=[C:47]=[O:48])[CH:42]=[CH:43][C:44]=1[Cl:45]. The catalyst is ClCCl. The product is [CH2:3]([N:10]1[CH2:15][CH2:14][CH2:13][CH:12]([CH2:16][N:17]2[CH2:22][CH2:21][N:20]([C:47]([NH:46][C:41]3[CH:42]=[CH:43][C:44]([Cl:45])=[C:39]([Cl:38])[CH:40]=3)=[O:48])[CH2:19][C:18]2=[O:23])[CH2:11]1)[C:4]1[CH:5]=[CH:6][CH:7]=[CH:8][CH:9]=1. The yield is 0.840.